Dataset: Forward reaction prediction with 1.9M reactions from USPTO patents (1976-2016). Task: Predict the product of the given reaction. (1) Given the reactants [Cl:1][C:2]1[C:3]([F:19])=[C:4]([C:10]2[CH:15]=[CH:14][C:13]([CH2:16][CH2:17][CH3:18])=[CH:12][CH:11]=2)[CH:5]=[CH:6][C:7]=1[O:8]C.B(Br)(Br)Br.O, predict the reaction product. The product is: [Cl:1][C:2]1[C:3]([F:19])=[C:4]([C:10]2[CH:15]=[CH:14][C:13]([CH2:16][CH2:17][CH3:18])=[CH:12][CH:11]=2)[CH:5]=[CH:6][C:7]=1[OH:8]. (2) Given the reactants ClC1C=CC=CC=1C(=O)[S:5][C:6]1[CH:11]=[CH:10][C:9]([NH:12][C:13](=[O:21])[C:14]2[CH:19]=[CH:18][CH:17]=[CH:16][C:15]=2[Cl:20])=[CH:8][CH:7]=1.CCOC(C)=O.[OH-].[Na+], predict the reaction product. The product is: [Cl:20][C:15]1[CH:16]=[CH:17][CH:18]=[CH:19][C:14]=1[C:13]([NH:12][C:9]1[CH:10]=[CH:11][C:6]([SH:5])=[CH:7][CH:8]=1)=[O:21]. (3) Given the reactants [CH3:1][Mg]Cl.[CH3:4][Si:5]1([CH3:12])[CH2:10][CH2:9][C:8](=[O:11])[CH2:7][CH2:6]1.[Cl-].[NH4+], predict the reaction product. The product is: [CH3:1][C:8]1([OH:11])[CH2:9][CH2:10][Si:5]([CH3:12])([CH3:4])[CH2:6][CH2:7]1. (4) Given the reactants [CH2:1]([N:8]1[CH2:15][CH2:14][C:13]2([C:17]3[CH:18]=[C:19]([CH:22]=[CH:23][CH:24]=3)[C:20]#[N:21])[CH2:16][CH:9]1[CH2:10][CH2:11][CH2:12]2)[C:2]1[CH:7]=[CH:6][CH:5]=[CH:4][CH:3]=1.C(=O)([O-])[O-:26].[K+].[K+].OO, predict the reaction product. The product is: [CH2:1]([N:8]1[CH2:15][CH2:14][C:13]2([C:17]3[CH:18]=[C:19]([CH:22]=[CH:23][CH:24]=3)[C:20]([NH2:21])=[O:26])[CH2:16][CH:9]1[CH2:10][CH2:11][CH2:12]2)[C:2]1[CH:7]=[CH:6][CH:5]=[CH:4][CH:3]=1. (5) Given the reactants Br[CH2:2][C:3]1[C:4]([C:18]([O:20]CC)=[O:19])=[N:5][O:6][C:7]=1[C:8]1[CH:13]=[CH:12][C:11]([C:14]([F:17])([F:16])[F:15])=[CH:10][CH:9]=1.FC(F)(F)C(O)=[O:26], predict the reaction product. The product is: [OH:26][CH2:2][C:3]1[C:4]([C:18]([OH:20])=[O:19])=[N:5][O:6][C:7]=1[C:8]1[CH:13]=[CH:12][C:11]([C:14]([F:17])([F:16])[F:15])=[CH:10][CH:9]=1. (6) Given the reactants [Cl:1][C:2]1[CH:3]=[CH:4][C:5]([C:9]2[N:13]([CH2:14][CH:15]3[CH2:20][CH2:19][O:18][CH2:17][CH2:16]3)[C:12]3[CH:21]=[C:22]([F:26])[C:23]([F:25])=[CH:24][C:11]=3[N:10]=2)=[C:6]([OH:8])[CH:7]=1.Br[CH2:28][C:29]1[CH:36]=[CH:35][C:32]([C:33]#[N:34])=[CH:31][C:30]=1[F:37], predict the reaction product. The product is: [Cl:1][C:2]1[CH:3]=[CH:4][C:5]([C:9]2[N:13]([CH2:14][CH:15]3[CH2:16][CH2:17][O:18][CH2:19][CH2:20]3)[C:12]3[CH:21]=[C:22]([F:26])[C:23]([F:25])=[CH:24][C:11]=3[N:10]=2)=[C:6]([CH:7]=1)[O:8][CH2:28][C:29]1[CH:36]=[CH:35][C:32]([C:33]#[N:34])=[CH:31][C:30]=1[F:37]. (7) Given the reactants [CH3:1][CH:2]1[CH2:7][NH:6][CH2:5][CH:4]([CH3:8])[NH:3]1.[Cl:9][C:10]1[C:14](Cl)=[N:13][S:12][N:11]=1.O, predict the reaction product. The product is: [Cl:9][C:10]1[C:14]([N:6]2[CH2:5][CH:4]([CH3:8])[NH:3][CH:2]([CH3:1])[CH2:7]2)=[N:13][S:12][N:11]=1. (8) Given the reactants C(OC([CH:6]1[C:12](=[O:13])[CH:11](C(OCC)=O)[CH2:10][C:9]2[CH:19]=[C:20]([O:23][CH3:24])[CH:21]=[CH:22][C:8]=2[CH2:7]1)=O)C.[OH-].[K+].O, predict the reaction product. The product is: [CH3:24][O:23][C:20]1[CH:21]=[CH:22][C:8]2[CH2:7][CH2:6][C:12](=[O:13])[CH2:11][CH2:10][C:9]=2[CH:19]=1. (9) The product is: [Br:1][C:2]1[N:3]=[C:4]([NH:16][CH2:15][CH:12]2[CH2:13][CH2:14][O:9][CH2:10][CH2:11]2)[CH:5]=[CH:6][CH:7]=1. Given the reactants [Br:1][C:2]1[CH:7]=[CH:6][CH:5]=[C:4](F)[N:3]=1.[O:9]1[CH2:14][CH2:13][CH:12]([CH2:15][NH2:16])[CH2:11][CH2:10]1.C(N(CC)CC)C, predict the reaction product. (10) Given the reactants [NH2:1][C:2]1[N:7]([C:8]2[CH:13]=[CH:12][CH:11]=[CH:10][CH:9]=2)[C:6](SC)=[N:5][C:4](=[O:16])[CH:3]=1.[CH3:17][S:18][C:19]1[CH:25]=[CH:24][C:22]([NH2:23])=[CH:21][CH:20]=1.[K+].[Br-], predict the reaction product. The product is: [NH2:1][C:2]1[N:7]([C:8]2[CH:9]=[CH:10][CH:11]=[CH:12][CH:13]=2)[C:6]([NH:23][C:22]2[CH:24]=[CH:25][C:19]([S:18][CH3:17])=[CH:20][CH:21]=2)=[N:5][C:4](=[O:16])[CH:3]=1.